From a dataset of CYP3A4 inhibition data for predicting drug metabolism from PubChem BioAssay. Regression/Classification. Given a drug SMILES string, predict its absorption, distribution, metabolism, or excretion properties. Task type varies by dataset: regression for continuous measurements (e.g., permeability, clearance, half-life) or binary classification for categorical outcomes (e.g., BBB penetration, CYP inhibition). Dataset: cyp3a4_veith. (1) The compound is COc1ccc2[nH]cc(CCNc3ccnc(-c4ccc5c(c4)OCO5)n3)c2c1. The result is 1 (inhibitor). (2) The drug is COc1ccc([C@@H]2CC(=O)c3c(O)cc(O[C@H]4O[C@@H](CO[C@H]5O[C@@H](C)[C@@H](O)[C@@H](O)[C@@H]5O)[C@@H](O)[C@@H](O)[C@@H]4O)cc3O2)cc1O. The result is 0 (non-inhibitor). (3) The drug is Cc1nc(NS(=O)(=O)c2ccccc2C)c2c3c(sc2n1)CCC3. The result is 1 (inhibitor). (4) The molecule is COC(=O)N1CCC[C@@]2(CCN(c3ncccn3)C2)C1. The result is 0 (non-inhibitor).